This data is from Full USPTO retrosynthesis dataset with 1.9M reactions from patents (1976-2016). The task is: Predict the reactants needed to synthesize the given product. (1) Given the product [CH3:1][O:2][C:3]([C@@H:5]1[CH2:10][CH2:9][CH2:8][CH2:7][C@@H:6]1[NH:11][CH2:17][C:16]1[CH:19]=[CH:20][C:13]([F:12])=[CH:14][CH:15]=1)=[O:4], predict the reactants needed to synthesize it. The reactants are: [CH3:1][O:2][C:3]([C@@H:5]1[CH2:10][CH2:9][CH2:8][CH2:7][C@@H:6]1[NH2:11])=[O:4].[F:12][C:13]1[CH:20]=[CH:19][C:16]([CH:17]=O)=[CH:15][CH:14]=1.C([BH3-])#N.[Na+].C(=O)(O)[O-].[Na+]. (2) Given the product [CH3:1][O:2][C:3]([C:5]1[CH:16]=[CH:15][C:14]2[CH2:13][CH:12]3[CH:17]([NH:18][C:19]([O:21][C:22]([CH3:25])([CH3:24])[CH3:23])=[O:20])[CH:9]([CH2:10][CH2:11]3)[CH2:8][C:7]=2[CH:6]=1)=[O:4], predict the reactants needed to synthesize it. The reactants are: [CH3:1][O:2][C:3]([C:5]1[CH:16]=[CH:15][C:14]2[CH2:13][CH:12]3[CH:17]([NH2:18])[CH:9]([CH2:10][CH2:11]3)[CH2:8][C:7]=2[CH:6]=1)=[O:4].[C:19](O[C:19]([O:21][C:22]([CH3:25])([CH3:24])[CH3:23])=[O:20])([O:21][C:22]([CH3:25])([CH3:24])[CH3:23])=[O:20]. (3) The reactants are: [CH2:1]1[CH2:12][CH2:11][CH2:10][CH2:9][CH2:8][CH2:7][CH2:6][CH2:5][CH2:4][CH2:3][CH2:2]1.[OH:13]N1C(=O)C2=CC=CC=C2C1=O.N(OCCCC)=O.S(=O)(=O)(O)O.[OH-].[Na+].C1(=NO)CCCCCCCCCCC1.[N+](C1CCCCCCCCCCC1)([O-])=O. Given the product [C:1]1(=[O:13])[CH2:12][CH2:11][CH2:10][CH2:9][CH2:8][CH2:7][CH2:6][CH2:5][CH2:4][CH2:3][CH2:2]1, predict the reactants needed to synthesize it. (4) Given the product [C:23]([C:2]1[CH:3]=[C:4]([C:12]2[N:13]=[C:14]([CH2:17][CH2:18][C:19]([O:21][CH3:22])=[O:20])[O:15][CH:16]=2)[CH:5]=[C:6]([C:8]([F:11])([F:10])[F:9])[CH:7]=1)#[N:24], predict the reactants needed to synthesize it. The reactants are: Br[C:2]1[CH:3]=[C:4]([C:12]2[N:13]=[C:14]([CH2:17][CH2:18][C:19]([O:21][CH3:22])=[O:20])[O:15][CH:16]=2)[CH:5]=[C:6]([C:8]([F:11])([F:10])[F:9])[CH:7]=1.[CH3:23][N:24](C=O)C. (5) Given the product [Br:26][C:10]1[S:11][CH:12]=[CH:13][C:9]=1[C:6]1[C:7](=[O:8])[N:2]([CH3:1])[C:3](=[O:25])[N:4]([C:15]2[CH:20]=[CH:19][CH:18]=[C:17]([C:21]([F:23])([F:24])[F:22])[CH:16]=2)[C:5]=1[CH3:14], predict the reactants needed to synthesize it. The reactants are: [CH3:1][N:2]1[C:7](=[O:8])[C:6]([C:9]2[CH:13]=[CH:12][S:11][CH:10]=2)=[C:5]([CH3:14])[N:4]([C:15]2[CH:20]=[CH:19][CH:18]=[C:17]([C:21]([F:24])([F:23])[F:22])[CH:16]=2)[C:3]1=[O:25].[Br:26]N1C(=O)CCC1=O.C(=O)([O-])O.[Na+]. (6) Given the product [Cl:8][C:5]1[N:6]=[CH:7][C:2]([NH:1][C:14](=[O:15])[O:13][C:9]([CH3:12])([CH3:11])[CH3:10])=[CH:3][CH:4]=1, predict the reactants needed to synthesize it. The reactants are: [NH2:1][C:2]1[CH:3]=[CH:4][C:5]([Cl:8])=[N:6][CH:7]=1.[C:9]([O:13][C:14](O[C:14]([O:13][C:9]([CH3:12])([CH3:11])[CH3:10])=[O:15])=[O:15])([CH3:12])([CH3:11])[CH3:10].O.